This data is from Forward reaction prediction with 1.9M reactions from USPTO patents (1976-2016). The task is: Predict the product of the given reaction. (1) Given the reactants [CH3:1][O:2][C:3](=[O:29])/[CH:4]=[CH:5]/[C:6]1[CH:7]=[CH:8][C:9]2[O:26][C:13]3([CH2:18][CH2:17][N:16]([C:19]([O:21][C:22]([CH3:25])([CH3:24])[CH3:23])=[O:20])[CH2:15][CH2:14]3)[NH:12][C:11](=[O:27])[C:10]=2[CH:28]=1.[H-].[Na+].Br[CH2:33][CH2:34][CH2:35][CH3:36], predict the reaction product. The product is: [CH3:1][O:2][C:3](=[O:29])/[CH:4]=[CH:5]/[C:6]1[CH:7]=[CH:8][C:9]2[O:26][C:13]3([CH2:18][CH2:17][N:16]([C:19]([O:21][C:22]([CH3:24])([CH3:25])[CH3:23])=[O:20])[CH2:15][CH2:14]3)[N:12]([CH2:33][CH2:34][CH2:35][CH3:36])[C:11](=[O:27])[C:10]=2[CH:28]=1. (2) Given the reactants Cl.FC1C=C(F)C=CC=1NN.[F:12][C:13]1[CH:14]=[C:15]2[C:19](=[C:20]([F:22])[CH:21]=1)[NH:18][CH:17]=[C:16]2[CH2:23][CH2:24][CH2:25][OH:26].O1C=CCCC1.O1CCOCC1, predict the reaction product. The product is: [F:12][C:13]1[CH:14]=[C:15]2[C:19](=[C:20]([F:22])[CH:21]=1)[NH:18][CH:17]=[C:16]2[CH2:23][CH2:24][CH:25]=[O:26]. (3) Given the reactants [NH:1]([C:47]([O:49][C:50]([CH3:53])([CH3:52])[CH3:51])=[O:48])[C@H:2]([C:11]([NH:13][C@H:14]([C:36]([NH:38][CH2:39][C:40]([O:42][C:43]([CH3:46])([CH3:45])[CH3:44])=[O:41])=[O:37])[CH2:15][S:16]C(C1C=CC=CC=1)(C1C=CC=CC=1)C1C=CC=CC=1)=[O:12])[CH2:3][C:4](=[O:10])[O:5][C:6]([CH3:9])([CH3:8])[CH3:7].C(O)(C(F)(F)F)=O, predict the reaction product. The product is: [NH:1]([C:47]([O:49][C:50]([CH3:53])([CH3:52])[CH3:51])=[O:48])[C@H:2]([C:11]([NH:13][C@H:14]([C:36]([NH:38][CH2:39][C:40]([O:42][C:43]([CH3:45])([CH3:44])[CH3:46])=[O:41])=[O:37])[CH2:15][SH:16])=[O:12])[CH2:3][C:4](=[O:10])[O:5][C:6]([CH3:9])([CH3:8])[CH3:7].